From a dataset of Full USPTO retrosynthesis dataset with 1.9M reactions from patents (1976-2016). Predict the reactants needed to synthesize the given product. (1) Given the product [CH:23]1([S:29]([NH:19][CH2:18][CH2:17][C:16]([C:13]2[C:12]3[C:7](=[CH:8][CH:9]=[C:10]([F:21])[CH:11]=3)[CH:6]=[C:5]([CH2:4][C:3]([OH:2])=[O:22])[C:14]=2[CH3:15])=[CH2:20])(=[O:31])=[O:30])[CH2:28][CH2:27][CH2:26][CH2:25][CH2:24]1, predict the reactants needed to synthesize it. The reactants are: C[O:2][C:3](=[O:22])[CH2:4][C:5]1[C:14]([CH3:15])=[C:13]([C:16](=[CH2:20])[CH2:17][CH2:18][NH2:19])[C:12]2[C:7](=[CH:8][CH:9]=[C:10]([F:21])[CH:11]=2)[CH:6]=1.[CH:23]1([S:29](Cl)(=[O:31])=[O:30])[CH2:28][CH2:27][CH2:26][CH2:25][CH2:24]1. (2) Given the product [C:20]([O:19][C:17]([N:24]1[CH2:29][CH:28]2[CH2:30][CH:25]1[CH2:26][N:27]2[CH2:16][CH2:15][C:6]1[C:5]2[C:10](=[CH:11][CH:12]=[C:3]([O:2][CH3:1])[CH:4]=2)[N:9]=[CH:8][C:7]=1[C:13]#[N:14])=[O:18])([CH3:23])([CH3:21])[CH3:22], predict the reactants needed to synthesize it. The reactants are: [CH3:1][O:2][C:3]1[CH:4]=[C:5]2[C:10](=[CH:11][CH:12]=1)[N:9]=[CH:8][C:7]([C:13]#[N:14])=[C:6]2[CH:15]=[CH2:16].[C:17]([N:24]1[CH2:29][C@@H:28]2[CH2:30][C@H:25]1[CH2:26][NH:27]2)([O:19][C:20]([CH3:23])([CH3:22])[CH3:21])=[O:18].CN(C)C(=N)N(C)C. (3) The reactants are: C(OC[N:9]1[C:17]2[N:16]=[C:15]([C:18]#[C:19][C:20]3[CH:25]=[CH:24][C:23]([O:26][CH3:27])=[C:22]([O:28][CH3:29])[CH:21]=3)[N:14]([CH3:30])[C:13]=2[C:12](=[O:31])[N:11]([CH2:32][C:33]#[CH:34])[C:10]1=[O:35])(=O)C(C)(C)C.O1CCCC1.CO.O.[OH-].[Li+]. Given the product [CH3:29][O:28][C:22]1[CH:21]=[C:20]([C:19]#[C:18][C:15]2[N:14]([CH3:30])[C:13]3[C:12](=[O:31])[N:11]([CH2:32][C:33]#[CH:34])[C:10](=[O:35])[NH:9][C:17]=3[N:16]=2)[CH:25]=[CH:24][C:23]=1[O:26][CH3:27], predict the reactants needed to synthesize it. (4) Given the product [C:11]([C:8]1[N:6]2[N:7]=[C:2]([C:18]3[CH:19]=[C:20]([NH:21][S:22]([CH:25]4[CH2:26][CH2:27]4)(=[O:24])=[O:23])[C:15]([O:14][CH3:13])=[N:16][CH:17]=3)[CH:3]=[CH:4][C:5]2=[N:10][CH:9]=1)#[N:12], predict the reactants needed to synthesize it. The reactants are: Br[C:2]1[CH:3]=[CH:4][C:5]2[N:6]([C:8]([C:11]#[N:12])=[CH:9][N:10]=2)[N:7]=1.[CH3:13][O:14][C:15]1[C:20]([NH:21][S:22]([CH:25]2[CH2:27][CH2:26]2)(=[O:24])=[O:23])=[CH:19][C:18](B2OC(C)(C)C(C)(C)O2)=[CH:17][N:16]=1.C([O-])([O-])=O.[Na+].[Na+].C(Cl)Cl.